The task is: Predict the reactants needed to synthesize the given product.. This data is from Full USPTO retrosynthesis dataset with 1.9M reactions from patents (1976-2016). (1) Given the product [Cl:46][C:10]1[CH:9]=[N:8][CH:7]=[C:6]([Cl:5])[C:11]=1[C@H:12]([O:14][C:15]1[CH:16]=[C:17]2[C:21](=[CH:22][CH:23]=1)[NH:20][N:19]=[C:18]2/[CH:30]=[CH:31]/[C:32]1[CH:33]=[N:34][N:35]([CH2:37][CH2:38][OH:39])[CH:36]=1)[CH3:13], predict the reactants needed to synthesize it. The reactants are: C(Cl)(=O)C.[Cl:5][C:6]1[CH:7]=[N:8][CH:9]=[C:10]([Cl:46])[C:11]=1[C@H:12]([O:14][C:15]1[CH:16]=[C:17]2[C:21](=[CH:22][CH:23]=1)[N:20](C1CCCCO1)[N:19]=[C:18]2/[CH:30]=[CH:31]/[C:32]1[CH:33]=[N:34][N:35]([CH2:37][CH2:38][O:39]C2CCCCO2)[CH:36]=1)[CH3:13]. (2) Given the product [C:33]1([C:39]2[CH:44]=[C:43]([CH:45]3[CH2:46][CH2:47][N:48]([C:10](=[O:12])[CH2:9][CH2:8][N:2]4[CH2:3][CH2:4][O:5][CH2:6][CH2:7]4)[CH2:49][CH2:50]3)[CH:42]=[CH:41][C:40]=2[NH:51][C:52]([C:54]2[NH:55][CH:56]=[C:57]([C:59]#[N:60])[N:58]=2)=[O:53])[CH2:38][CH2:37][CH2:36][CH2:35][CH:34]=1, predict the reactants needed to synthesize it. The reactants are: [K+].[N:2]1([CH2:8][CH2:9][C:10]([O-:12])=O)[CH2:7][CH2:6][O:5][CH2:4][CH2:3]1.C(OC(=O)CCN1CCOCC1)C.FC(F)(F)C(O)=O.[C:33]1([C:39]2[CH:44]=[C:43]([CH:45]3[CH2:50][CH2:49][NH:48][CH2:47][CH2:46]3)[CH:42]=[CH:41][C:40]=2[NH:51][C:52]([C:54]2[NH:55][CH:56]=[C:57]([C:59]#[N:60])[N:58]=2)=[O:53])[CH2:38][CH2:37][CH2:36][CH2:35][CH:34]=1.CCN=C=NCCCN(C)C.C1C=CC2N(O)N=NC=2C=1.CCN(C(C)C)C(C)C. (3) Given the product [NH2:8][C:9]1[C:10]([C:27]([NH:29][C:30]2[C:35]([N:36]3[CH2:41][CH2:40][C:39]([NH2:43])([CH3:42])[CH2:38][CH2:37]3)=[CH:34][CH:33]=[CH:32][N:31]=2)=[O:28])=[N:11][C:12]([C:15]2[C:20]([C:21]([F:22])([F:24])[F:23])=[CH:19][CH:18]=[C:17]([O:25][CH3:26])[N:16]=2)=[CH:13][N:14]=1, predict the reactants needed to synthesize it. The reactants are: FC(F)(F)C(O)=O.[NH2:8][C:9]1[C:10]([C:27]([NH:29][C:30]2[C:35]([N:36]3[CH2:41][CH2:40][C:39]([NH:43]C(=O)OC(C)(C)C)([CH3:42])[CH2:38][CH2:37]3)=[CH:34][CH:33]=[CH:32][N:31]=2)=[O:28])=[N:11][C:12]([C:15]2[C:20]([C:21]([F:24])([F:23])[F:22])=[CH:19][CH:18]=[C:17]([O:25][CH3:26])[N:16]=2)=[CH:13][N:14]=1. (4) The reactants are: [Cl:1][CH2:2][CH2:3][CH2:4][O:5][C:6]1[CH:11]=[CH:10][C:9]([C:12]2[CH:17]=[CH:16][N:15]=[CH:14][CH:13]=2)=[CH:8][CH:7]=1.ClC1C=CC=C(C(OO)=[O:26])C=1. Given the product [Cl:1][CH2:2][CH2:3][CH2:4][O:5][C:6]1[CH:11]=[CH:10][C:9]([C:12]2[CH:17]=[CH:16][N+:15]([O-:26])=[CH:14][CH:13]=2)=[CH:8][CH:7]=1, predict the reactants needed to synthesize it. (5) Given the product [NH:8]1[C:7]2=[CH:2][N:3]=[CH:4][CH:5]=[C:6]2[CH:10]=[CH:9]1, predict the reactants needed to synthesize it. The reactants are: Cl[C:2]1[N:3]=[CH:4][CH:5]=[C:6]2[CH:10]=[CH:9][NH:8][C:7]=12.CCN(CC)CC.[H][H]. (6) The reactants are: Cl[C:2]1[C:7]([Cl:8])=[CH:6][C:5]([C:9]([F:12])([F:11])[F:10])=[CH:4][N:3]=1.[S:13]1[CH:17]=[CH:16][CH:15]=[C:14]1[CH2:18][NH:19][S:20]([C:23]1[CH:32]=[CH:31][C:26]([C:27]([O:29][CH3:30])=[O:28])=[CH:25][CH:24]=1)(=[O:22])=[O:21]. Given the product [Cl:8][C:7]1[C:2]([N:19]([CH2:18][C:14]2[S:13][CH:17]=[CH:16][CH:15]=2)[S:20]([C:23]2[CH:24]=[CH:25][C:26]([C:27]([O:29][CH3:30])=[O:28])=[CH:31][CH:32]=2)(=[O:21])=[O:22])=[N:3][CH:4]=[C:5]([C:9]([F:12])([F:11])[F:10])[CH:6]=1, predict the reactants needed to synthesize it. (7) Given the product [N:1]1([C:5]([C:7]2[N:8]=[CH:9][C:10]([O:13][C:14]3[CH:15]=[C:16]([CH:21]=[C:22]([O:24][C@H:25]4[CH2:29][CH2:28][O:27][CH2:26]4)[CH:23]=3)[C:17]([OH:19])=[O:18])=[N:11][CH:12]=2)=[O:6])[CH2:2][CH2:3][CH2:4]1, predict the reactants needed to synthesize it. The reactants are: [N:1]1([C:5]([C:7]2[N:8]=[CH:9][C:10]([O:13][C:14]3[CH:15]=[C:16]([CH:21]=[C:22]([O:24][C@H:25]4[CH2:29][CH2:28][O:27][CH2:26]4)[CH:23]=3)[C:17]([O:19]C)=[O:18])=[N:11][CH:12]=2)=[O:6])[CH2:4][CH2:3][CH2:2]1.[OH-].[Na+].O.